From a dataset of Full USPTO retrosynthesis dataset with 1.9M reactions from patents (1976-2016). Predict the reactants needed to synthesize the given product. (1) Given the product [CH3:22][O:23][C:24]1[CH:30]=[CH:29][C:27]([NH:28][S:2]([C:5]2[CH:14]=[CH:13][C:12]3[NH:11][C:10](=[O:15])[C:9]4[NH:16][CH:17]=[CH:18][C:8]=4[C:7]=3[CH:6]=2)(=[O:3])=[O:4])=[CH:26][CH:25]=1.[CH2:18]([C:19]([O-:21])=[O:20])[CH3:17], predict the reactants needed to synthesize it. The reactants are: Cl[S:2]([C:5]1[CH:14]=[CH:13][C:12]2[NH:11][C:10](=[O:15])[C:9]3[NH:16][CH:17]=[C:18]([C:19]([OH:21])=[O:20])[C:8]=3[C:7]=2[CH:6]=1)(=[O:4])=[O:3].[CH3:22][O:23][C:24]1[CH:30]=[CH:29][C:27]([NH2:28])=[CH:26][CH:25]=1. (2) Given the product [Br:7][C:8]1[CH:9]=[CH:10][CH:11]=[C:12]2[C:17]=1[N:16]=[C:15]([C:18]([N:21]1[CH2:26][CH2:25][O:24][CH2:23][CH2:22]1)=[O:20])[CH:14]=[CH:13]2, predict the reactants needed to synthesize it. The reactants are: C(Cl)(=O)C(Cl)=O.[Br:7][C:8]1[CH:9]=[CH:10][CH:11]=[C:12]2[C:17]=1[N:16]=[C:15]([C:18]([OH:20])=O)[CH:14]=[CH:13]2.[NH:21]1[CH2:26][CH2:25][O:24][CH2:23][CH2:22]1.CCN(CC)CC. (3) The reactants are: [Br:1][C:2]1[CH:7]=[C:6]([NH:8][CH3:9])[C:5]([NH2:10])=[C:4]([O:11][CH3:12])[CH:3]=1.Cl.[N:14]([O-])=O.[Na+]. Given the product [Br:1][C:2]1[CH:3]=[C:4]([O:11][CH3:12])[C:5]2[N:10]=[N:14][N:8]([CH3:9])[C:6]=2[CH:7]=1, predict the reactants needed to synthesize it. (4) Given the product [CH3:17][O:16][C:10]1[CH:9]=[C:8]([S:5]([N:4]2[CH2:41][CH2:40][CH2:39][N:18]([S:19]([C:22]3[CH:27]=[CH:26][C:25]([O:28][CH3:29])=[C:24]([O:30][CH3:31])[CH:23]=3)(=[O:21])=[O:20])[CH2:1][CH:2]2[CH3:3])(=[O:7])=[O:6])[CH:13]=[CH:12][C:11]=1[O:14][CH3:15], predict the reactants needed to synthesize it. The reactants are: [CH2:1]([NH:18][S:19]([C:22]1[CH:27]=[CH:26][C:25]([O:28][CH3:29])=[C:24]([O:30][CH3:31])[CH:23]=1)(=[O:21])=[O:20])[CH:2]([NH:4][S:5]([C:8]1[CH:13]=[CH:12][C:11]([O:14][CH3:15])=[C:10]([O:16][CH3:17])[CH:9]=1)(=[O:7])=[O:6])[CH3:3].C([O-])([O-])=O.[K+].[K+].Br[CH2:39][CH2:40][CH2:41]Br. (5) Given the product [CH3:35][CH:23]1[C:20](=[O:22])[C:34]2[C:26](=[CH:27][CH:28]=[C:29]([C:30]([O:32][CH3:15])=[O:31])[CH:33]=2)[O:25][CH2:24]1, predict the reactants needed to synthesize it. The reactants are: O=P12OP3(OP(OP(O3)(O1)=O)(=O)O2)=O.[CH3:15]S(O)(=O)=O.[C:20]([CH:23]([CH3:35])[CH2:24][O:25][C:26]1[CH:34]=[CH:33][C:29]([C:30]([OH:32])=[O:31])=[CH:28][CH:27]=1)([OH:22])=O. (6) Given the product [Cl:27][C:25]1[CH:26]=[C:21]([C:19]2[N:13]=[N:12][C:11]([S:14][CH3:15])=[N:10][CH:18]=2)[CH:22]=[C:23]([Cl:29])[C:24]=1[OH:28], predict the reactants needed to synthesize it. The reactants are: BrC1C=C(C2[N:13]=[N:12][C:11]([S:14][CH3:15])=[N:10]C=2)C=C(Br)C=1O.[CH3:18][C:19]([C:21]1[CH:26]=[C:25]([Cl:27])[C:24]([OH:28])=[C:23]([Cl:29])[CH:22]=1)=O. (7) Given the product [C:1]([N:4]1[C:13]2[C:8](=[CH:9][C:10]([C:14]3[CH:22]=[CH:21][C:17]([C:18]([O:20][CH2:36][CH2:35][CH2:34][N:33]([CH3:38])[CH3:32])=[O:19])=[CH:16][CH:15]=3)=[CH:11][CH:12]=2)[C@H:7]([NH:23][C:24]2[CH:25]=[CH:26][C:27]([Cl:30])=[CH:28][CH:29]=2)[CH2:6][C@@H:5]1[CH3:31])(=[O:3])[CH3:2], predict the reactants needed to synthesize it. The reactants are: [C:1]([N:4]1[C:13]2[C:8](=[CH:9][C:10]([C:14]3[CH:22]=[CH:21][C:17]([C:18]([OH:20])=[O:19])=[CH:16][CH:15]=3)=[CH:11][CH:12]=2)[C@H:7]([NH:23][C:24]2[CH:29]=[CH:28][C:27]([Cl:30])=[CH:26][CH:25]=2)[CH2:6][C@@H:5]1[CH3:31])(=[O:3])[CH3:2].[CH3:32][N:33]([CH3:38])[CH2:34][CH2:35][CH2:36]O.C(Cl)CCl. (8) Given the product [O:33]1[C:32]2[CH:36]=[CH:37][C:29]([CH:25]([NH:24][C:15]([CH:11]3[N:10]([S:7]([C:4]4[CH:5]=[CH:6][C:1]([C:18]5[CH:19]=[CH:20][CH:21]=[CH:22][CH:23]=5)=[CH:2][CH:3]=4)(=[O:8])=[O:9])[CH2:14][CH2:13][S:12]3)=[O:16])[CH2:26][CH2:27][OH:28])=[CH:30][C:31]=2[O:35][CH2:34]1, predict the reactants needed to synthesize it. The reactants are: [C:1]1([C:18]2[CH:23]=[CH:22][CH:21]=[CH:20][CH:19]=2)[CH:6]=[CH:5][C:4]([S:7]([N:10]2[CH2:14][CH2:13][S:12][CH:11]2[C:15](O)=[O:16])(=[O:9])=[O:8])=[CH:3][CH:2]=1.[NH2:24][CH:25]([C:29]1[CH:37]=[CH:36][C:32]2[O:33][CH2:34][O:35][C:31]=2[CH:30]=1)[CH2:26][CH2:27][OH:28]. (9) Given the product [C:1]([O:5][C:6]([N:8]1[CH2:11][C:10]2([CH2:12][NH:13][CH2:14]2)[CH2:9]1)=[O:7])([CH3:4])([CH3:2])[CH3:3], predict the reactants needed to synthesize it. The reactants are: [C:1]([O:5][C:6]([N:8]1[CH2:11][C:10]2([CH2:14][N:13](C(C3C=CC=CC=3)C)[CH2:12]2)[CH2:9]1)=[O:7])([CH3:4])([CH3:3])[CH3:2].C([O-])=O.[NH4+]. (10) Given the product [C:17]([O:11][C:2]1[CH:3]=[CH:4][C:5]2[C:10](=[CH:9][CH:8]=[CH:7][CH:6]=2)[CH:1]=1)(=[O:29])[CH2:18][CH2:19][CH2:20][CH2:21][CH2:22][CH2:23][CH2:24][CH2:25][CH2:26][CH2:27][CH3:28], predict the reactants needed to synthesize it. The reactants are: [CH:1]1[C:10]2[C:5](=[CH:6][CH:7]=[CH:8][CH:9]=2)[CH:4]=[CH:3][C:2]=1[OH:11].CCOCC.[C:17](O)(=[O:29])[CH2:18][CH2:19][CH2:20][CH2:21][CH2:22][CH2:23][CH2:24][CH2:25][CH2:26][CH2:27][CH3:28].CS(O)(=O)=O.